Dataset: Catalyst prediction with 721,799 reactions and 888 catalyst types from USPTO. Task: Predict which catalyst facilitates the given reaction. (1) Product: [Cl:31][C:21]1[C:22]([O:29][CH3:30])=[CH:23][C:24]([O:27][CH3:28])=[C:25]([Cl:26])[C:20]=1[N:11]([CH2:12][O:13][CH2:14][CH2:15][Si:16]([CH3:17])([CH3:19])[CH3:18])[C:9](=[O:10])[N:8]([C:4]1[N:5]=[CH:6][N:7]=[C:2]([NH:33][C:34]2[CH:39]=[CH:38][C:37]([N:40]3[CH2:41][CH2:42][N:43]([C:46]([O:48][C:49]([CH3:52])([CH3:50])[CH3:51])=[O:47])[CH2:44][CH2:45]3)=[CH:36][C:35]=2[N+:53]([O-:55])=[O:54])[CH:3]=1)[CH3:32]. The catalyst class is: 110. Reactant: Cl[C:2]1[N:7]=[CH:6][N:5]=[C:4]([N:8]([CH3:32])[C:9]([N:11]([C:20]2[C:25]([Cl:26])=[C:24]([O:27][CH3:28])[CH:23]=[C:22]([O:29][CH3:30])[C:21]=2[Cl:31])[CH2:12][O:13][CH2:14][CH2:15][Si:16]([CH3:19])([CH3:18])[CH3:17])=[O:10])[CH:3]=1.[NH2:33][C:34]1[CH:39]=[CH:38][C:37]([N:40]2[CH2:45][CH2:44][N:43]([C:46]([O:48][C:49]([CH3:52])([CH3:51])[CH3:50])=[O:47])[CH2:42][CH2:41]2)=[CH:36][C:35]=1[N+:53]([O-:55])=[O:54].CC(C1C=C(C(C)C)C(C2C(P(C3CCCCC3)C3CCCCC3)=C(OC)C=CC=2OC)=C(C(C)C)C=1)C.CC(C)([O-])C.[Na+]. (2) Reactant: [N:1]([C:4]1[C:5]([F:17])=[C:6]([CH:11]2[CH2:15][NH:14][C:13](=[O:16])[CH2:12]2)[CH:7]=[CH:8][C:9]=1[F:10])=[N+:2]=[N-:3].[CH2:18]=[O:19].[OH-].[Na+]. Product: [N:1]([C:4]1[C:5]([F:17])=[C:6]([CH:11]2[CH2:15][N:14]([CH2:18][OH:19])[C:13](=[O:16])[CH2:12]2)[CH:7]=[CH:8][C:9]=1[F:10])=[N+:2]=[N-:3]. The catalyst class is: 14. (3) Reactant: Cl[C:2]1[CH:7]=[CH:6][N:5]=[C:4]2[CH:8]=[C:9]([C:11]3[N:16]=[CH:15][C:14]([CH2:17][N:18]([CH2:26][CH2:27][O:28][CH3:29])[C:19](=[O:25])[O:20][C:21]([CH3:24])([CH3:23])[CH3:22])=[CH:13][CH:12]=3)[S:10][C:3]=12.Cl.[NH2:31][C:32]1[CH:37]=[CH:36][C:35]([OH:38])=[CH:34][N:33]=1.CC(C)([O-])C.[K+]. Product: [NH2:31][C:32]1[N:33]=[CH:34][C:35]([O:38][C:2]2[CH:7]=[CH:6][N:5]=[C:4]3[CH:8]=[C:9]([C:11]4[N:16]=[CH:15][C:14]([CH2:17][N:18]([CH2:26][CH2:27][O:28][CH3:29])[C:19](=[O:25])[O:20][C:21]([CH3:24])([CH3:23])[CH3:22])=[CH:13][CH:12]=4)[S:10][C:3]=23)=[CH:36][CH:37]=1. The catalyst class is: 16. (4) Reactant: [C:1]([CH:3]([CH:7]1[C:11]([Cl:12])=[C:10](Cl)C(=O)O1)[C:4]([NH2:6])=[O:5])#[N:2].Cl.[NH2:16][CH2:17][C:18]1[CH:23]=[C:22]([Cl:24])[CH:21]=[CH:20][C:19]=1[NH:25][C:26](=[O:29])[CH2:27][CH3:28].C(N(C(C)C)CC)(C)C. The catalyst class is: 8. Product: [ClH:12].[Cl:12][C:11]1[CH:7]=[C:3]([C:4]([NH2:6])=[O:5])[C:1](=[NH:2])[N:16]([CH2:17][C:18]2[CH:23]=[C:22]([Cl:24])[CH:21]=[CH:20][C:19]=2[NH:25][C:26](=[O:29])[CH2:27][CH3:28])[CH:10]=1. (5) Reactant: [N+:1]([C:4]1[CH:9]=[CH:8][C:7](F)=[CH:6][CH:5]=1)([O-:3])=[O:2].C(N(CC)CC)C.[NH:18]1[CH2:23][CH2:22][CH2:21][CH2:20][CH2:19]1. Product: [N+:1]([C:4]1[CH:9]=[CH:8][C:7]([N:18]2[CH2:23][CH2:22][CH2:21][CH2:20][CH2:19]2)=[CH:6][CH:5]=1)([O-:3])=[O:2]. The catalyst class is: 2.